This data is from Peptide-MHC class I binding affinity with 185,985 pairs from IEDB/IMGT. The task is: Regression. Given a peptide amino acid sequence and an MHC pseudo amino acid sequence, predict their binding affinity value. This is MHC class I binding data. (1) The peptide sequence is TTRAWFDKK. The MHC is HLA-A02:01 with pseudo-sequence HLA-A02:01. The binding affinity (normalized) is 0. (2) The peptide sequence is YLAPSYRNF. The MHC is HLA-B18:01 with pseudo-sequence HLA-B18:01. The binding affinity (normalized) is 0.0847.